This data is from Forward reaction prediction with 1.9M reactions from USPTO patents (1976-2016). The task is: Predict the product of the given reaction. (1) Given the reactants C[O:2][C:3]([C:5]1([N:19]([S:21]([C:24]2[CH:29]=[CH:28][C:27]([C:30]3[CH:35]=[CH:34][C:33]([O:36][CH3:37])=[CH:32][CH:31]=3)=[CH:26][CH:25]=2)(=[O:23])=[O:22])[CH3:20])[CH2:10][CH2:9][N:8]([C:11]([N:13]2[CH2:18][CH2:17][O:16][CH2:15][CH2:14]2)=[O:12])[CH2:7][CH2:6]1)=[O:4].COC(C1(NS(C2C=CC(C3C=CC(OC)=CC=3)=CC=2)(=O)=O)CCN(C(N2CCOCC2)=O)CC1)=O.C(=O)([O-])[O-].[Cs+].[Cs+].IC, predict the reaction product. The product is: [CH3:37][O:36][C:33]1[CH:34]=[CH:35][C:30]([C:27]2[CH:28]=[CH:29][C:24]([S:21]([N:19]([CH3:20])[C:5]3([C:3]([OH:4])=[O:2])[CH2:10][CH2:9][N:8]([C:11]([N:13]4[CH2:14][CH2:15][O:16][CH2:17][CH2:18]4)=[O:12])[CH2:7][CH2:6]3)(=[O:23])=[O:22])=[CH:25][CH:26]=2)=[CH:31][CH:32]=1. (2) Given the reactants [OH:1][CH:2]([C:12]1[S:13][C:14]([C:17]2[CH:22]=[C:21]([NH:23][C:24]3[N:29]=[C:28]([C:30]([F:33])([F:32])[F:31])[CH:27]=[CH:26][N:25]=3)[CH:20]=[C:19]([CH3:34])[CH:18]=2)=[CH:15][N:16]=1)[C@@H:3]1[CH2:8][CH2:7][C@H:6]([C:9](O)=[O:10])[CH2:5][CH2:4]1.C(Cl)CCl.C1C=CC2N(O)N=[N:45]C=2C=1.C(N(C(C)C)CC)(C)C.[Cl-].[NH4+], predict the reaction product. The product is: [OH:1][CH:2]([C:12]1[S:13][C:14]([C:17]2[CH:22]=[C:21]([NH:23][C:24]3[N:29]=[C:28]([C:30]([F:33])([F:32])[F:31])[CH:27]=[CH:26][N:25]=3)[CH:20]=[C:19]([CH3:34])[CH:18]=2)=[CH:15][N:16]=1)[C@@H:3]1[CH2:4][CH2:5][C@H:6]([C:9]([NH2:45])=[O:10])[CH2:7][CH2:8]1.